From a dataset of Reaction yield outcomes from USPTO patents with 853,638 reactions. Predict the reaction yield, written as a fraction of the theoretical maximum amount of product (1.0 means a 100% yield; for example, 0.34 means a 34% yield). (1) The reactants are C1(C)C=CC(S(O[C@@H:11]([CH2:13]/[CH:14]=[CH:15]/[C:16]2[CH:17]=[N:18][CH:19]=[C:20]([O:22][CH:23]([CH3:25])[CH3:24])[CH:21]=2)[CH3:12])(=O)=O)=CC=1.[CH3:27][NH2:28]. The catalyst is C(O)C. The product is [CH3:27][NH:28][C@H:11]([CH2:13]/[CH:14]=[CH:15]/[C:16]1[CH:17]=[N:18][CH:19]=[C:20]([O:22][CH:23]([CH3:25])[CH3:24])[CH:21]=1)[CH3:12]. The yield is 0.310. (2) The reactants are [Br:1][C:2]1[CH:7]=[CH:6][C:5]([N+:8]([O-:10])=[O:9])=[CH:4][C:3]=1[CH2:11][NH:12][CH3:13].[CH2:14]([O:21][C:22]([O:24]N1C(=O)CCC1=O)=O)[C:15]1[CH:20]=[CH:19][CH:18]=[CH:17][CH:16]=1.C(N(CC)C(C)C)(C)C. The catalyst is CN(C=O)C. The product is [Br:1][C:2]1[CH:7]=[CH:6][C:5]([N+:8]([O-:10])=[O:9])=[CH:4][C:3]=1[CH2:11][N:12]([CH3:13])[C:22](=[O:24])[O:21][CH2:14][C:15]1[CH:16]=[CH:17][CH:18]=[CH:19][CH:20]=1. The yield is 0.980. (3) The reactants are [F:1][C:2]([F:7])([F:6])[C:3]([OH:5])=[O:4].[NH2:8][CH2:9][C:10]([N:12]1[CH2:17][CH2:16][CH:15]([C:18]2[CH:23]=[CH:22][C:21]([NH:24][C:25]([C:27]3[NH:28][CH:29]=[C:30]([C:32]#[N:33])[N:31]=3)=[O:26])=[C:20]([C:34]3[CH2:39][CH2:38][CH2:37][CH2:36][CH:35]=3)[CH:19]=2)[CH2:14][CH2:13]1)=[O:11].[BH-](OC(C)=O)(OC(C)=O)[O:41][C:42]([CH3:44])=O.[Na+].C(C=O)=O. The catalyst is C(Cl)Cl. The product is [C:3]([OH:5])([C:2]([F:7])([F:6])[F:1])=[O:4].[F:1][C:2]([F:7])([F:6])[C:3]([OH:5])=[O:4].[C:34]1([C:20]2[CH:19]=[C:18]([CH:15]3[CH2:16][CH2:17][N:12]([C:10](=[O:11])[CH2:9][NH:8][CH2:44][CH2:42][OH:41])[CH2:13][CH2:14]3)[CH:23]=[CH:22][C:21]=2[NH:24][C:25]([C:27]2[NH:28][CH:29]=[C:30]([C:32]#[N:33])[N:31]=2)=[O:26])[CH2:39][CH2:38][CH2:37][CH2:36][CH:35]=1. The yield is 0.00100. (4) The reactants are N[C@H](C(O)=O)CS.C1(=O)NC(=O)C=C1.[OH:15][C:16]([CH2:18][CH2:19][CH2:20][CH2:21][C@H:22]1[C@@H:30]2[C@@H:25]([NH:26][C:27]([NH:29]2)=[O:28])[CH2:24][S:23]1)=[O:17]. No catalyst specified. The product is [OH:17][C:16]([CH2:18][CH2:19][CH2:20][CH2:21][C@H:22]1[C@@H:30]2[C@@H:25]([NH:26][C:27]([NH:29]2)=[O:28])[CH2:24][S:23]1)=[O:15]. The yield is 1.00. (5) The reactants are Br[C:2]1[N:6]2[N:7]=[C:8]([NH:11][CH2:12][CH2:13][O:14][CH:15]3[CH2:19][CH2:18][CH2:17][CH2:16]3)[CH:9]=[CH:10][C:5]2=[N:4][CH:3]=1.[C:20]([O:24][C:25]([NH:27][CH2:28][C:29]1[CH:34]=[CH:33][C:32](B(O)O)=[CH:31][CH:30]=1)=[O:26])([CH3:23])([CH3:22])[CH3:21]. No catalyst specified. The product is [CH:15]1([O:14][CH2:13][CH2:12][NH:11][C:8]2[CH:9]=[CH:10][C:5]3[N:6]([C:2]([C:32]4[CH:33]=[CH:34][C:29]([CH2:28][NH:27][C:25](=[O:26])[O:24][C:20]([CH3:21])([CH3:22])[CH3:23])=[CH:30][CH:31]=4)=[CH:3][N:4]=3)[N:7]=2)[CH2:19][CH2:18][CH2:17][CH2:16]1. The yield is 0.700. (6) The reactants are [CH3:1][N:2]([CH3:18])[CH2:3][CH2:4][N:5]1[CH2:10][CH2:9][S:8][C:7]2[CH:11]=[CH:12][C:13]([N+:15]([O-])=O)=[CH:14][C:6]1=2.I.[S:20]1[CH:24]=[CH:23][CH:22]=[C:21]1[C:25](SC)=[NH:26]. The catalyst is C(O)C.ClCCl.[Pd]. The product is [CH3:1][N:2]([CH3:18])[CH2:3][CH2:4][N:5]1[CH2:10][CH2:9][S:8][C:7]2[CH:11]=[CH:12][C:13]([NH:15][C:25]([C:21]3[S:20][CH:24]=[CH:23][CH:22]=3)=[NH:26])=[CH:14][C:6]1=2. The yield is 0.628. (7) The reactants are [N+:1]([C:4]1[CH:9]=[CH:8][CH:7]=[CH:6][C:5]=1[CH3:10])([O-:3])=[O:2].[OH-].[K+].[CH:13](=[O:18])[C:14]([CH3:17])([CH3:16])[CH3:15].Cl. The catalyst is CN(C=O)C. The product is [CH3:15][C:14]([CH3:17])([CH3:16])[CH:13]([OH:18])[CH2:10][C:5]1[CH:6]=[CH:7][CH:8]=[CH:9][C:4]=1[N+:1]([O-:3])=[O:2]. The yield is 0.540.